Dataset: Forward reaction prediction with 1.9M reactions from USPTO patents (1976-2016). Task: Predict the product of the given reaction. (1) Given the reactants Cl.C(OC([N:9]1[CH2:14][CH2:13][N:12]([C:15]2[CH:20]=[CH:19][C:18]([NH:21][C:22]([NH:24][C:25]3[N:26]([C:34]4[CH:39]=[CH:38][C:37]([CH3:40])=[CH:36][CH:35]=4)[N:27]=[C:28]([C:30]4([CH3:33])[CH2:32][CH2:31]4)[CH:29]=3)=[O:23])=[C:17]([CH3:41])[N:16]=2)[CH2:11][CH2:10]1)=O)(C)(C)C.C(OCC)(=O)C, predict the reaction product. The product is: [CH3:33][C:30]1([C:28]2[CH:29]=[C:25]([NH:24][C:22]([NH:21][C:18]3[C:17]([CH3:41])=[N:16][C:15]([N:12]4[CH2:11][CH2:10][NH:9][CH2:14][CH2:13]4)=[CH:20][CH:19]=3)=[O:23])[N:26]([C:34]3[CH:39]=[CH:38][C:37]([CH3:40])=[CH:36][CH:35]=3)[N:27]=2)[CH2:31][CH2:32]1. (2) The product is: [CH2:1]([O:3][C:4]([C:6]1([C:9]2[CH:10]=[CH:11][C:12]([C:15]3[CH:20]=[CH:19][C:18]([C:21]4[O:25][N:24]=[C:23]([CH3:26])[C:22]=4[CH2:27][NH:28][C:38]([C:35]4([C:29]5[CH:34]=[CH:33][CH:32]=[CH:31][CH:30]=5)[CH2:37][CH2:36]4)=[O:39])=[CH:17][CH:16]=3)=[CH:13][CH:14]=2)[CH2:8][CH2:7]1)=[O:5])[CH3:2]. Given the reactants [CH2:1]([O:3][C:4]([C:6]1([C:9]2[CH:14]=[CH:13][C:12]([C:15]3[CH:20]=[CH:19][C:18]([C:21]4[O:25][N:24]=[C:23]([CH3:26])[C:22]=4[CH2:27][NH2:28])=[CH:17][CH:16]=3)=[CH:11][CH:10]=2)[CH2:8][CH2:7]1)=[O:5])[CH3:2].[C:29]1([C:35]2([C:38](O)=[O:39])[CH2:37][CH2:36]2)[CH:34]=[CH:33][CH:32]=[CH:31][CH:30]=1, predict the reaction product. (3) Given the reactants Br[C:2]1[CH:7]=[CH:6][C:5]([O:8][CH3:9])=[CH:4][C:3]=1[N+:10]([O-:12])=[O:11].[CH3:13][C:14]1([CH3:29])[CH2:19][CH2:18][C:17](B2OC(C)(C)C(C)(C)O2)=[CH:16][CH2:15]1.P([O-])([O-])([O-])=O.[K+].[K+].[K+], predict the reaction product. The product is: [CH3:13][C:14]1([CH3:29])[CH2:19][CH2:18][C:17]([C:2]2[CH:7]=[CH:6][C:5]([O:8][CH3:9])=[CH:4][C:3]=2[N+:10]([O-:12])=[O:11])=[CH:16][CH2:15]1. (4) Given the reactants S(=O)(=O)(O)[OH:2].[CH2:6]([S:8][C:9]1[CH:16]=[C:15]([N:17]2[CH2:22][CH2:21][O:20][CH2:19][C@H:18]2[CH3:23])[CH:14]=[C:13]([CH3:24])[C:10]=1[C:11]#[N:12])[CH3:7], predict the reaction product. The product is: [CH2:6]([S:8][C:9]1[CH:16]=[C:15]([N:17]2[CH2:22][CH2:21][O:20][CH2:19][C@H:18]2[CH3:23])[CH:14]=[C:13]([CH3:24])[C:10]=1[C:11]([NH2:12])=[O:2])[CH3:7]. (5) Given the reactants [Br:1][C:2]1[CH:7]=[CH:6][C:5]([NH:8][C:9]2[C:10]([C:19](O)=[O:20])=[N:11][C:12]3[N:13]([N:16]=[CH:17][CH:18]=3)[C:14]=2[F:15])=[C:4]([F:22])[CH:3]=1.CCN=C=NCCCN(C)C.C1C=CC2N(O)[N:41]=[N:40]C=2C=1.NN.CCN(CC)CC, predict the reaction product. The product is: [Br:1][C:2]1[CH:7]=[CH:6][C:5]([NH:8][C:9]2[C:10]([C:19]([NH:40][NH2:41])=[O:20])=[N:11][C:12]3[N:13]([N:16]=[CH:17][CH:18]=3)[C:14]=2[F:15])=[C:4]([F:22])[CH:3]=1. (6) Given the reactants [I:1][CH2:2][CH2:3][C@@H:4]([C:6]1[CH:11]=[CH:10][CH:9]=[CH:8][CH:7]=1)[OH:5].[F:12][C:13]1[C:21]2[CH2:20][CH2:19][S:18][C:17]=2[C:16](O)=[CH:15][CH:14]=1, predict the reaction product. The product is: [F:12][C:13]1[C:21]2[CH2:20][CH2:19][S:18][C:17]=2[C:16]([O:5][C@@H:4]([C:6]2[CH:11]=[CH:10][CH:9]=[CH:8][CH:7]=2)[CH2:3][CH2:2][I:1])=[CH:15][CH:14]=1. (7) Given the reactants [F:1][C:2]1[CH:7]=[CH:6][C:5]([N:8]2[C:12]([C:13]3[CH:23]=[CH:22][C:16]4[O:17][CH2:18][C:19](=[O:21])[NH:20][C:15]=4[CH:14]=3)=[CH:11][C:10]([CH:24](O)[CH3:25])=[N:9]2)=[CH:4][CH:3]=1.C(N(S(F)(F)[F:33])CC)C.C([O-])(O)=O.[Na+], predict the reaction product. The product is: [F:33][CH:24]([C:10]1[CH:11]=[C:12]([C:13]2[CH:23]=[CH:22][C:16]3[O:17][CH2:18][C:19](=[O:21])[NH:20][C:15]=3[CH:14]=2)[N:8]([C:5]2[CH:4]=[CH:3][C:2]([F:1])=[CH:7][CH:6]=2)[N:9]=1)[CH3:25]. (8) Given the reactants FC(F)(F)C(O)=O.[CH2:8]([C:10]1[CH:15]=[CH:14][C:13]([CH:16]2[CH2:21][N:20]([C:22]([N:24]3[CH2:28][CH2:27][CH2:26][CH2:25]3)=[O:23])[CH2:19][CH:18]([NH2:29])[CH2:17]2)=[CH:12][CH:11]=1)[CH3:9].Cl[C:31]([O:33][C:34]1[CH:39]=[CH:38][CH:37]=[CH:36][CH:35]=1)=[O:32], predict the reaction product. The product is: [CH2:8]([C:10]1[CH:11]=[CH:12][C:13]([CH:16]2[CH2:21][N:20]([C:22]([N:24]3[CH2:25][CH2:26][CH2:27][CH2:28]3)=[O:23])[CH2:19][CH:18]([NH:29][C:31](=[O:32])[O:33][C:34]3[CH:39]=[CH:38][CH:37]=[CH:36][CH:35]=3)[CH2:17]2)=[CH:14][CH:15]=1)[CH3:9]. (9) Given the reactants [OH:1][C:2]1[CH:11]=[C:10]2[C:5]([CH:6]=[CH:7][N:8]([C:13]3[CH:14]=[C:15]([CH:19]=[CH:20][C:21]=3[CH3:22])[C:16]([OH:18])=[O:17])[C:9]2=[O:12])=[CH:4][CH:3]=1.S(Cl)(Cl)=O.[CH3:27]N(C=O)C.CO, predict the reaction product. The product is: [OH:1][C:2]1[CH:11]=[C:10]2[C:5]([CH:6]=[CH:7][N:8]([C:13]3[CH:14]=[C:15]([CH:19]=[CH:20][C:21]=3[CH3:22])[C:16]([O:18][CH3:27])=[O:17])[C:9]2=[O:12])=[CH:4][CH:3]=1.